Dataset: NCI-60 drug combinations with 297,098 pairs across 59 cell lines. Task: Regression. Given two drug SMILES strings and cell line genomic features, predict the synergy score measuring deviation from expected non-interaction effect. (1) Drug 1: CC1=C(C=C(C=C1)NC(=O)C2=CC=C(C=C2)CN3CCN(CC3)C)NC4=NC=CC(=N4)C5=CN=CC=C5. Drug 2: CCCCC(=O)OCC(=O)C1(CC(C2=C(C1)C(=C3C(=C2O)C(=O)C4=C(C3=O)C=CC=C4OC)O)OC5CC(C(C(O5)C)O)NC(=O)C(F)(F)F)O. Cell line: SN12C. Synergy scores: CSS=19.2, Synergy_ZIP=2.64, Synergy_Bliss=0.875, Synergy_Loewe=-20.7, Synergy_HSA=-4.50. (2) Drug 1: COC1=NC(=NC2=C1N=CN2C3C(C(C(O3)CO)O)O)N. Drug 2: CN(C(=O)NC(C=O)C(C(C(CO)O)O)O)N=O. Cell line: SK-MEL-28. Synergy scores: CSS=5.61, Synergy_ZIP=-3.05, Synergy_Bliss=-3.13, Synergy_Loewe=-1.62, Synergy_HSA=-1.32. (3) Drug 1: CN1CCC(CC1)COC2=C(C=C3C(=C2)N=CN=C3NC4=C(C=C(C=C4)Br)F)OC. Drug 2: C1=NC2=C(N1)C(=S)N=C(N2)N. Cell line: A549. Synergy scores: CSS=35.3, Synergy_ZIP=-1.13, Synergy_Bliss=2.98, Synergy_Loewe=-8.72, Synergy_HSA=4.80. (4) Cell line: SK-OV-3. Drug 2: C1C(C(OC1N2C=NC3=C2NC=NCC3O)CO)O. Synergy scores: CSS=5.61, Synergy_ZIP=-1.98, Synergy_Bliss=-2.62, Synergy_Loewe=-2.22, Synergy_HSA=-1.82. Drug 1: CC1=CC2C(CCC3(C2CCC3(C(=O)C)OC(=O)C)C)C4(C1=CC(=O)CC4)C. (5) Drug 1: C1=CC(=CC=C1C#N)C(C2=CC=C(C=C2)C#N)N3C=NC=N3. Drug 2: C1CN(CCN1C(=O)CCBr)C(=O)CCBr. Cell line: UACC-257. Synergy scores: CSS=8.84, Synergy_ZIP=-3.04, Synergy_Bliss=1.07, Synergy_Loewe=1.87, Synergy_HSA=1.59. (6) Drug 2: COC1=C2C(=CC3=C1OC=C3)C=CC(=O)O2. Synergy scores: CSS=0.504, Synergy_ZIP=0.948, Synergy_Bliss=0.943, Synergy_Loewe=-3.98, Synergy_HSA=-1.50. Cell line: MCF7. Drug 1: CN(C(=O)NC(C=O)C(C(C(CO)O)O)O)N=O. (7) Drug 1: C1=NC(=NC(=O)N1C2C(C(C(O2)CO)O)O)N. Drug 2: CC1C(C(CC(O1)OC2CC(OC(C2O)C)OC3=CC4=CC5=C(C(=O)C(C(C5)C(C(=O)C(C(C)O)O)OC)OC6CC(C(C(O6)C)O)OC7CC(C(C(O7)C)O)OC8CC(C(C(O8)C)O)(C)O)C(=C4C(=C3C)O)O)O)O. Cell line: HCT116. Synergy scores: CSS=61.6, Synergy_ZIP=4.48, Synergy_Bliss=9.82, Synergy_Loewe=-1.42, Synergy_HSA=3.77. (8) Drug 1: CC1=CC=C(C=C1)C2=CC(=NN2C3=CC=C(C=C3)S(=O)(=O)N)C(F)(F)F. Drug 2: CC1=C2C(C(=O)C3(C(CC4C(C3C(C(C2(C)C)(CC1OC(=O)C(C(C5=CC=CC=C5)NC(=O)OC(C)(C)C)O)O)OC(=O)C6=CC=CC=C6)(CO4)OC(=O)C)O)C)O. Cell line: SN12C. Synergy scores: CSS=10.7, Synergy_ZIP=8.15, Synergy_Bliss=8.49, Synergy_Loewe=8.88, Synergy_HSA=6.37. (9) Drug 1: CS(=O)(=O)C1=CC(=C(C=C1)C(=O)NC2=CC(=C(C=C2)Cl)C3=CC=CC=N3)Cl. Drug 2: CN(C)N=NC1=C(NC=N1)C(=O)N. Cell line: MDA-MB-435. Synergy scores: CSS=-2.48, Synergy_ZIP=5.86, Synergy_Bliss=6.28, Synergy_Loewe=-2.98, Synergy_HSA=-1.84.